This data is from Catalyst prediction with 721,799 reactions and 888 catalyst types from USPTO. The task is: Predict which catalyst facilitates the given reaction. (1) Reactant: [Br:1][C:2]1[NH:10][C:9]2[C:4](=[N:5][C:6]([Cl:11])=[CH:7][CH:8]=2)[CH:3]=1.C([O-])([O-])=O.[K+].[K+].[C:18]([C:20]1[CH:21]=[C:22]([CH:25]=[CH:26][CH:27]=1)[CH2:23]Br)#[N:19]. Product: [Br:1][C:2]1[N:10]([CH2:23][C:22]2[CH:21]=[C:20]([CH:27]=[CH:26][CH:25]=2)[C:18]#[N:19])[C:9]2[C:4](=[N:5][C:6]([Cl:11])=[CH:7][CH:8]=2)[CH:3]=1. The catalyst class is: 31. (2) Reactant: [NH2:1]C1SCC(=O)C=1C#N.C(#N)C(CC#N)O.ClC[C:19](Cl)=[O:20].[C:22]([C:24]1[C:28](=[O:29])[CH2:27][S:26][C:25]=1[NH:30][C:31](=[O:34])[O:32][CH3:33])#[N:23].[F:35][C:36]([F:49])([F:48])[S:37](O[S:37]([C:36]([F:49])([F:48])[F:35])(=[O:39])=[O:38])(=[O:39])=[O:38].FC(F)(F)S(OC1[C:60]2[C:61]3[N:62]([N:66]=C[N:68]=3)C(=O)[NH:64][C:59]=2SC=1)(=O)=O. Product: [F:35][C:36]([F:49])([F:48])[S:37]([O:29][C:28]1[C:24]([C:22]#[N:23])=[C:25]([NH:30][C:31]([O:32][CH3:33])=[O:34])[S:26][CH:27]=1)(=[O:39])=[O:38].[N:1]1[N:66]=[N:62][C:61]2[C:60]=1[CH:59]=[N:64][C:19](=[O:20])[N:68]=2. The catalyst class is: 202. (3) Reactant: [NH2:1][CH2:2][CH2:3][N:4]([CH2:10][C:11]1[CH:16]=[CH:15][CH:14]=[CH:13][CH:12]=1)[CH2:5][CH2:6][C:7](=O)[CH3:8].N1C(Cl)=NC(Cl)=NC=1Cl.[BH4-].[Na+]. Product: [CH2:10]([N:4]1[CH2:5][CH2:6][CH:7]([CH3:8])[NH:1][CH2:2][CH2:3]1)[C:11]1[CH:16]=[CH:15][CH:14]=[CH:13][CH:12]=1. The catalyst class is: 5. (4) Reactant: C([BH3-])#N.[Na+].[CH:5](=O)[CH3:6].Cl.[NH2:9][C:10]1[CH:15]=[CH:14][C:13]([NH:16][C:17]([C:19]2[CH:24]=[C:23]([N+:25]([O-:27])=[O:26])[CH:22]=[CH:21][C:20]=2[Cl:28])=[O:18])=[CH:12][CH:11]=1.C(=O)(O)[O-].[Na+]. Product: [ClH:28].[CH2:5]([NH:9][C:10]1[CH:11]=[CH:12][C:13]([NH:16][C:17]([C:19]2[CH:24]=[C:23]([N+:25]([O-:27])=[O:26])[CH:22]=[CH:21][C:20]=2[Cl:28])=[O:18])=[CH:14][CH:15]=1)[CH3:6]. The catalyst class is: 24.